This data is from Forward reaction prediction with 1.9M reactions from USPTO patents (1976-2016). The task is: Predict the product of the given reaction. (1) The product is: [CH2:1]([O:8][N:9]1[C:14]2[N:15]=[CH:16][N:17]=[CH:18][C:13]=2[C:12]([NH:19][CH2:20][C:21]2[CH:22]=[CH:23][C:24]([O:27][CH3:28])=[CH:25][CH:26]=2)=[CH:11][C:10]1=[O:34])[C:2]1[CH:7]=[CH:6][CH:5]=[CH:4][CH:3]=1. Given the reactants [CH2:1]([O:8][N:9]1[C:14]2[N:15]=[CH:16][N:17]=[CH:18][C:13]=2[C:12]([NH:19][CH2:20][C:21]2[CH:26]=[CH:25][C:24]([O:27][CH3:28])=[CH:23][CH:22]=2)=[C:11](C(OCC)=O)[C:10]1=[O:34])[C:2]1[CH:7]=[CH:6][CH:5]=[CH:4][CH:3]=1.[OH-].[Na+], predict the reaction product. (2) The product is: [CH2:1]([N:8]([CH2:18][C:19]1[CH:24]=[CH:23][CH:22]=[CH:21][CH:20]=1)[C:9]1[C:10]([F:17])=[CH:11][C:12]([N:28]2[CH2:27][CH2:26][N:25]([C:31]([O:33][C:34]([CH3:37])([CH3:36])[CH3:35])=[O:32])[CH2:30][CH2:29]2)=[C:13]([F:15])[CH:14]=1)[C:2]1[CH:7]=[CH:6][CH:5]=[CH:4][CH:3]=1. Given the reactants [CH2:1]([N:8]([CH2:18][C:19]1[CH:24]=[CH:23][CH:22]=[CH:21][CH:20]=1)[C:9]1[CH:14]=[C:13]([F:15])[C:12](Br)=[CH:11][C:10]=1[F:17])[C:2]1[CH:7]=[CH:6][CH:5]=[CH:4][CH:3]=1.[N:25]1([C:31]([O:33][C:34]([CH3:37])([CH3:36])[CH3:35])=[O:32])[CH2:30][CH2:29][NH:28][CH2:27][CH2:26]1.C(=O)([O-])[O-].[Cs+].[Cs+], predict the reaction product. (3) Given the reactants [CH3:1][CH:2]([S:4]([Cl:7])(=[O:6])=[O:5])[CH3:3].[CH3:8][O:9][C:10](=[O:42])[NH:11][CH:12]1[CH2:21][C:20]2[C:15](=[CH:16][CH:17]=[CH:18][CH:19]=2)[N:14]([C:22](=[O:41])[CH2:23][C:24]([CH3:40])([CH3:39])[CH2:25][C@H:26]([NH:31]C(OC(C)(C)C)=O)[C@@H:27]([OH:30])[CH2:28][NH2:29])[CH2:13]1.C(N(CC)CC)C, predict the reaction product. The product is: [ClH:7].[CH3:8][O:9][C:10](=[O:42])[NH:11][CH:12]1[CH2:21][C:20]2[C:15](=[CH:16][CH:17]=[CH:18][CH:19]=2)[N:14]([C:22](=[O:41])[CH2:23][C:24]([CH3:40])([CH3:39])[CH2:25][C@H:26]([NH2:31])[C@@H:27]([OH:30])[CH2:28][NH:29][S:4]([CH:2]([CH3:3])[CH3:1])(=[O:6])=[O:5])[CH2:13]1. (4) Given the reactants [Cl:1][C:2]1[CH:8]=[C:7]([F:9])[CH:6]=[C:5]([C:10]#[C:11][Si](C)(C)C)[C:3]=1[NH2:4].S(=O)(=O)(O)[OH:17], predict the reaction product. The product is: [NH2:4][C:3]1[C:2]([Cl:1])=[CH:8][C:7]([F:9])=[CH:6][C:5]=1[C:10](=[O:17])[CH3:11]. (5) The product is: [N:4]1[CH:5]=[CH:6][CH:7]=[CH:2][C:3]=1[C:2]1[C:3]([O:9][CH3:10])=[N:4][CH:5]=[C:6]([Br:8])[CH:7]=1. Given the reactants Br[C:2]1[C:3]([O:9][CH3:10])=[N:4][CH:5]=[C:6]([Br:8])[CH:7]=1, predict the reaction product. (6) The product is: [O:6]1[C:7]2[CH:12]=[CH:11][CH:10]=[CH:9][C:8]=2[C:4]([CH:3]([CH3:2])[C:13]#[N:14])=[CH:5]1. Given the reactants Br[CH2:2][CH2:3][C:4]1[C:8]2[CH:9]=[CH:10][CH:11]=[CH:12][C:7]=2[O:6][CH:5]=1.[C-:13]#[N:14].[Na+], predict the reaction product. (7) Given the reactants C([N:8](CC1C=CC=CC=1)[CH2:9][C:10]([F:17])([F:16])[C:11]([O:13][CH2:14][CH3:15])=[O:12])C1C=CC=CC=1.C(O)(C(F)(F)F)=O, predict the reaction product. The product is: [NH2:8][CH2:9][C:10]([F:17])([F:16])[C:11]([O:13][CH2:14][CH3:15])=[O:12].